Dataset: Peptide-MHC class I binding affinity with 185,985 pairs from IEDB/IMGT. Task: Regression. Given a peptide amino acid sequence and an MHC pseudo amino acid sequence, predict their binding affinity value. This is MHC class I binding data. (1) The peptide sequence is RYPLCFGW. The MHC is HLA-A30:02 with pseudo-sequence HLA-A30:02. The binding affinity (normalized) is 0.0295. (2) The peptide sequence is HQIWLALRY. The MHC is HLA-A02:12 with pseudo-sequence HLA-A02:12. The binding affinity (normalized) is 0.0847. (3) The peptide sequence is ATSTGNYNY. The MHC is HLA-A24:02 with pseudo-sequence HLA-A24:02. The binding affinity (normalized) is 0. (4) The peptide sequence is GWSPQAQGI. The MHC is Patr-A0901 with pseudo-sequence Patr-A0901. The binding affinity (normalized) is 0.561.